Dataset: Catalyst prediction with 721,799 reactions and 888 catalyst types from USPTO. Task: Predict which catalyst facilitates the given reaction. (1) Reactant: [Br:1][C:2]1[CH:3]=[C:4]2[C:9](=[CH:10][C:11]=1[O:12][CH3:13])[C:8](=[O:14])[NH:7][C:6](=[O:15])[CH2:5]2.[C:16]([O:19][C:20](=O)C)(=O)C.COC(OC)OC. Product: [Br:1][C:2]1[CH:3]=[C:4]2[C:9](=[CH:10][C:11]=1[O:12][CH3:13])[C:8](=[O:14])[NH:7][C:6](=[O:15])/[C:5]/2=[CH:16]/[O:19][CH3:20]. The catalyst class is: 9. (2) Reactant: Cl[C:2]1[CH:7]=[CH:6][N:5]=[CH:4][C:3]=1[N+:8]([O-:10])=[O:9].[F:11][C@H:12]1[CH2:17][CH2:16][NH:15][CH2:14][C@@H:13]1[NH:18][C:19](=[O:25])[O:20][C:21]([CH3:24])([CH3:23])[CH3:22].CCN(C(C)C)C(C)C. Product: [F:11][C@H:12]1[CH2:17][CH2:16][N:15]([C:2]2[CH:7]=[CH:6][N:5]=[CH:4][C:3]=2[N+:8]([O-:10])=[O:9])[CH2:14][C@@H:13]1[NH:18][C:19](=[O:25])[O:20][C:21]([CH3:23])([CH3:22])[CH3:24]. The catalyst class is: 41.